This data is from Peptide-MHC class I binding affinity with 185,985 pairs from IEDB/IMGT. The task is: Regression. Given a peptide amino acid sequence and an MHC pseudo amino acid sequence, predict their binding affinity value. This is MHC class I binding data. (1) The peptide sequence is TYGPVFMCL. The MHC is HLA-A02:06 with pseudo-sequence HLA-A02:06. The binding affinity (normalized) is 0. (2) The peptide sequence is VVSEIDLQW. The MHC is HLA-B15:17 with pseudo-sequence HLA-B15:17. The binding affinity (normalized) is 0.936. (3) The peptide sequence is LLSFLPSDFF. The MHC is Patr-A0701 with pseudo-sequence Patr-A0701. The binding affinity (normalized) is 0. (4) The peptide sequence is VHFRNQVKI. The MHC is HLA-B08:01 with pseudo-sequence HLA-B08:01. The binding affinity (normalized) is 0.0847. (5) The peptide sequence is NINNAECQF. The MHC is HLA-B15:01 with pseudo-sequence HLA-B15:01. The binding affinity (normalized) is 0.392. (6) The peptide sequence is IMGIPYCNY. The MHC is HLA-B46:01 with pseudo-sequence HLA-B46:01. The binding affinity (normalized) is 0.0847. (7) The binding affinity (normalized) is 0.0847. The MHC is HLA-A30:01 with pseudo-sequence HLA-A30:01. The peptide sequence is ELYPTVNTY.